This data is from Forward reaction prediction with 1.9M reactions from USPTO patents (1976-2016). The task is: Predict the product of the given reaction. (1) The product is: [CH3:16][C:15]1[CH:17]=[CH:18][C:12]([S:9]([O:6][CH2:5][CH2:4][CH2:3][C:2]([F:8])([F:1])[CH3:7])(=[O:11])=[O:10])=[CH:13][CH:14]=1. Given the reactants [F:1][C:2]([F:8])([CH3:7])[CH2:3][CH2:4][CH2:5][OH:6].[S:9](Cl)([C:12]1[CH:18]=[CH:17][C:15]([CH3:16])=[CH:14][CH:13]=1)(=[O:11])=[O:10], predict the reaction product. (2) Given the reactants [Cl:1][C:2]1[CH:3]=[C:4]([C:9]2([C:22]([F:25])([F:24])[F:23])[O:13][N:12]=[C:11]([C:14]3[CH:15]=[CH:16][C:17]([CH3:21])=[C:18]([CH:20]=3)[NH2:19])[CH2:10]2)[CH:5]=[C:6]([Cl:8])[CH:7]=1.[C:26](O)(=[O:35])[C:27]1[CH:32]=[CH:31][CH:30]=[C:29]([O:33][CH3:34])[CH:28]=1.Cl.C(N(CC)CCCN=C=NCC)C.C(=O)([O-])O.[Na+], predict the reaction product. The product is: [Cl:1][C:2]1[CH:3]=[C:4]([C:9]2([C:22]([F:23])([F:25])[F:24])[O:13][N:12]=[C:11]([C:14]3[CH:15]=[CH:16][C:17]([CH3:21])=[C:18]([NH:19][C:26](=[O:35])[C:27]4[CH:32]=[CH:31][CH:30]=[C:29]([O:33][CH3:34])[CH:28]=4)[CH:20]=3)[CH2:10]2)[CH:5]=[C:6]([Cl:8])[CH:7]=1. (3) Given the reactants [Cl:1][C:2]1[CH:7]=[CH:6][CH:5]=[CH:4][C:3]=1[C:8]1[N:9](COCC[Si](C)(C)C)[CH:10]=[C:11]([C:13]2[CH:18]=[CH:17][N:16]=[C:15]([NH:19][C:20](=[O:22])[CH3:21])[CH:14]=2)[N:12]=1.CCCC[N+](CCCC)(CCCC)CCCC.[F-], predict the reaction product. The product is: [Cl:1][C:2]1[CH:7]=[CH:6][CH:5]=[CH:4][C:3]=1[C:8]1[NH:9][CH:10]=[C:11]([C:13]2[CH:18]=[CH:17][N:16]=[C:15]([NH:19][C:20](=[O:22])[CH3:21])[CH:14]=2)[N:12]=1.